This data is from Forward reaction prediction with 1.9M reactions from USPTO patents (1976-2016). The task is: Predict the product of the given reaction. (1) Given the reactants [CH3:1][C:2]1([CH3:23])[C:11]2[C:6](=[CH:7][CH:8]=[C:9]([C:12]#[C:13][C:14]3[CH:22]=[CH:21][C:17]([C:18]([OH:20])=[O:19])=[CH:16][N:15]=3)[CH:10]=2)[S:5][CH2:4][CH2:3]1.S(=O)(=O)(O)O.[CH2:29](O)[CH3:30], predict the reaction product. The product is: [CH2:29]([O:19][C:18](=[O:20])[C:17]1[CH:21]=[CH:22][C:14]([C:13]#[C:12][C:9]2[CH:10]=[C:11]3[C:6](=[CH:7][CH:8]=2)[S:5][CH2:4][CH2:3][C:2]3([CH3:23])[CH3:1])=[N:15][CH:16]=1)[CH3:30]. (2) The product is: [CH3:1][O:2][C:3]([C:5]1[N:13]([CH2:16][C:17]2[CH:21]=[C:20]([C:22]3[S:23][C:24]([Cl:27])=[CH:25][CH:26]=3)[O:19][N:18]=2)[C:12]2[C:7](=[N:8][CH:9]=[CH:10][CH:11]=2)[CH:6]=1)=[O:4]. Given the reactants [CH3:1][O:2][C:3]([C:5]1[NH:13][C:12]2[C:7](=[N:8][CH:9]=[CH:10][CH:11]=2)[CH:6]=1)=[O:4].BrC[CH2:16][C:17]1[CH:21]=[C:20]([C:22]2[S:23][C:24]([Cl:27])=[CH:25][CH:26]=2)[O:19][N:18]=1, predict the reaction product. (3) Given the reactants F[C:2]1[CH:7]=[CH:6][C:5]([S:8]([CH3:11])(=[O:10])=[O:9])=[CH:4][C:3]=1[N+:12]([O-:14])=[O:13].[C:15]([NH:22][CH:23]1[CH2:28][CH2:27][NH:26][CH2:25][CH2:24]1)([O:17][C:18]([CH3:21])([CH3:20])[CH3:19])=[O:16], predict the reaction product. The product is: [CH3:11][S:8]([C:5]1[CH:6]=[CH:7][C:2]([N:26]2[CH2:25][CH2:24][CH:23]([NH:22][C:15](=[O:16])[O:17][C:18]([CH3:20])([CH3:19])[CH3:21])[CH2:28][CH2:27]2)=[C:3]([N+:12]([O-:14])=[O:13])[CH:4]=1)(=[O:10])=[O:9]. (4) Given the reactants [CH3:1][N:2]1[CH2:6][C:5]([C:7]2[CH:12]=[CH:11][N:10]=[CH:9][CH:8]=2)=[C:4]([C:13]2[CH:18]=[CH:17][C:16]([O:19][CH2:20][C:21]3[CH:30]=[CH:29][C:28]4[C:23](=[CH:24][CH:25]=[CH:26][CH:27]=4)[N:22]=3)=[CH:15][CH:14]=2)[C:3]1=[O:31].C1CCN2C(=NCCC2)CC1.[O:43]=O, predict the reaction product. The product is: [CH3:1][N:2]1[C:3](=[O:31])[C:4]([C:13]2[CH:14]=[CH:15][C:16]([O:19][CH2:20][C:21]3[CH:30]=[CH:29][C:28]4[C:23](=[CH:24][CH:25]=[CH:26][CH:27]=4)[N:22]=3)=[CH:17][CH:18]=2)=[C:5]([C:7]2[CH:8]=[CH:9][N:10]=[CH:11][CH:12]=2)[C:6]1=[O:43].